Dataset: Reaction yield outcomes from USPTO patents with 853,638 reactions. Task: Predict the reaction yield, written as a fraction of the theoretical maximum amount of product (1.0 means a 100% yield; for example, 0.34 means a 34% yield). The reactants are [OH:1][CH2:2][CH:3]([NH:11][C:12](=[O:18])[O:13][C:14]([CH3:17])([CH3:16])[CH3:15])[C:4]1[CH:9]=[CH:8][CH:7]=[C:6]([OH:10])[CH:5]=1.C([O-])([O-])=O.[K+].[K+].[CH2:25](Br)[C:26]1[CH:31]=[CH:30][CH:29]=[CH:28][CH:27]=1. The catalyst is CC(C)=O. The product is [CH2:25]([O:10][C:6]1[CH:5]=[C:4]([CH:3]([NH:11][C:12](=[O:18])[O:13][C:14]([CH3:15])([CH3:17])[CH3:16])[CH2:2][OH:1])[CH:9]=[CH:8][CH:7]=1)[C:26]1[CH:31]=[CH:30][CH:29]=[CH:28][CH:27]=1. The yield is 0.333.